Task: Regression/Classification. Given a drug SMILES string, predict its absorption, distribution, metabolism, or excretion properties. Task type varies by dataset: regression for continuous measurements (e.g., permeability, clearance, half-life) or binary classification for categorical outcomes (e.g., BBB penetration, CYP inhibition). For this dataset (half_life_obach), we predict log10(half-life) (log10 of half-life in hours).. Dataset: Drug half-life prediction data from Obach et al. (1) The molecule is O=C(O)C1N=C(c2ccccc2)c2cc(Cl)ccc2NC1=O. The log10(half-life) is 0.380. (2) The drug is CCCCC/C=C\CCC(=O)N[C@H]1[C@H](Oc2c3cc4cc2Oc2ccc(cc2Cl)[C@@H](O[C@@H]2O[C@H](CO)[C@@H](O)[C@H](O)[C@H]2NC(C)=O)[C@@H]2NC(=O)[C@H](NC(=O)[C@@H]4NC(=O)[C@H]4NC(=O)[C@@H](Cc5ccc(c(Cl)c5)O3)NC(=O)[C@@H](N)c3ccc(O)c(c3)Oc3cc(O)cc4c3)c3ccc(O)c(c3)-c3c(O[C@H]4O[C@H](CO)[C@@H](O)[C@H](O)[C@@H]4O)cc(O)cc3[C@H](C(=O)O)NC2=O)O[C@H](CO)[C@@H](O)[C@@H]1O. The log10(half-life) is 2.18. (3) The molecule is C[C@]12CC(=O)[C@H]3[C@@H](CCC4=CC(=O)C=C[C@@]43C)[C@@H]1CC[C@]2(O)C(=O)CO. The log10(half-life) is 0.460. (4) The drug is C[C@@H](O)[C@H]1C(=O)N2C(C(=O)O)=C(S[C@@H]3CN[C@H](C(=O)N(C)C)C3)[C@H](C)[C@H]12. The log10(half-life) is 0. (5) The drug is CC(C)(C)[C@H](NC(=O)[C@H](CC1CCCC1)CN(O)C=O)C(=O)N1CCN(Cc2ccc3c(c2)OCO3)CC1. The log10(half-life) is 0.970. (6) The molecule is C[C@@H](O[C@H]1OCCN(Cc2n[nH]c(=O)[nH]2)[C@H]1c1ccc(F)cc1)c1cc(C(F)(F)F)cc(C(F)(F)F)c1. The log10(half-life) is 1.11.